This data is from Catalyst prediction with 721,799 reactions and 888 catalyst types from USPTO. The task is: Predict which catalyst facilitates the given reaction. (1) Reactant: [C:1]([C:5]1[CH:6]=[C:7]([CH:28]=[CH:29][CH:30]=1)[O:8][CH2:9][CH2:10][CH2:11][O:12][C:13]1[CH:18]=[CH:17][C:16]([CH:19]([C:25]#[C:26][CH3:27])[CH2:20][C:21]([O:23]C)=[O:22])=[CH:15][CH:14]=1)([CH3:4])([CH3:3])[CH3:2].Cl.O. Product: [C:1]([C:5]1[CH:6]=[C:7]([CH:28]=[CH:29][CH:30]=1)[O:8][CH2:9][CH2:10][CH2:11][O:12][C:13]1[CH:14]=[CH:15][C:16]([CH:19]([C:25]#[C:26][CH3:27])[CH2:20][C:21]([OH:23])=[O:22])=[CH:17][CH:18]=1)([CH3:4])([CH3:2])[CH3:3]. The catalyst class is: 36. (2) Reactant: C(OC([N:6]1[CH2:11][CH2:10][N:9]([S:12](=[O:39])(=[O:38])[NH:13][CH2:14][CH2:15][O:16][C:17]2[CH:26]=[C:25]3[C:20]([CH2:21][CH2:22][N:23]=[C:24]3[C:27]3([C:31]4[CH:36]=[CH:35][C:34]([Cl:37])=[CH:33][CH:32]=4)[CH2:30][CH2:29][CH2:28]3)=[CH:19][CH:18]=2)[CH2:8][CH2:7]1)=O)C.[OH-].[K+].O. Product: [Cl:37][C:34]1[CH:33]=[CH:32][C:31]([C:27]2([C:24]3[C:25]4[C:20](=[CH:19][CH:18]=[C:17]([O:16][CH2:15][CH2:14][NH:13][S:12]([N:9]5[CH2:10][CH2:11][NH:6][CH2:7][CH2:8]5)(=[O:38])=[O:39])[CH:26]=4)[CH2:21][CH2:22][N:23]=3)[CH2:30][CH2:29][CH2:28]2)=[CH:36][CH:35]=1. The catalyst class is: 8. (3) Reactant: [CH3:1][O:2][C:3]1[CH:8]=[CH:7][C:6](B(O)O)=[CH:5][CH:4]=1.Br[C:13]1[CH:22]=[CH:21][C:16]([C:17]([O:19][CH3:20])=[O:18])=[CH:15][C:14]=1[CH3:23].C([O-])([O-])=O.[Cs+].[Cs+].O. Product: [CH3:1][O:2][C:3]1[CH:8]=[CH:7][C:6]([C:13]2[CH:22]=[CH:21][C:16]([C:17]([O:19][CH3:20])=[O:18])=[CH:15][C:14]=2[CH3:23])=[CH:5][CH:4]=1. The catalyst class is: 77. (4) Reactant: [C:1]([O:4][C@H:5]1[CH2:10][CH2:9][C@@:8]([C@H:12]2[CH2:20][CH2:19][C@@:18]3([CH3:21])[C@@H:14]([CH2:15][CH2:16][C:17]3=[CH2:22])[C@@H:13]2[CH2:23][N:24]=[N+:25]=[N-:26])([CH3:11])[C@@H:7]([CH2:27]OS(C)(=O)=O)[CH2:6]1)(=[O:3])[CH3:2].[N-:33]=[N+:34]=[N-:35].[Na+]. Product: [C:1]([O:4][C@H:5]1[CH2:10][CH2:9][C@@:8]([C@H:12]2[CH2:20][CH2:19][C@@:18]3([CH3:21])[C@@H:14]([CH2:15][CH2:16][C:17]3=[CH2:22])[C@@H:13]2[CH2:23][N:24]=[N+:25]=[N-:26])([CH3:11])[C@@H:7]([CH2:27][N:33]=[N+:34]=[N-:35])[CH2:6]1)(=[O:3])[CH3:2]. The catalyst class is: 303. (5) Reactant: [O:1]1[CH2:5][CH2:4][CH2:3][CH:2]1[CH2:6][OH:7].CC([O-])(C)C.[K+].[C:14]([S:18]([C:21]1[CH:22]=[C:23]2[C:28](=[CH:29][C:30]=1Cl)[N:27]=[CH:26][N:25]=[C:24]2[NH:32][C:33]1[C:37]([CH3:38])=[C:36]([CH3:39])[NH:35][N:34]=1)(=[O:20])=[O:19])([CH3:17])([CH3:16])[CH3:15]. Product: [C:14]([S:18]([C:21]1[CH:22]=[C:23]2[C:28](=[CH:29][C:30]=1[O:7][CH2:6][CH:2]1[CH2:3][CH2:4][CH2:5][O:1]1)[N:27]=[CH:26][N:25]=[C:24]2[NH:32][C:33]1[C:37]([CH3:38])=[C:36]([CH3:39])[NH:35][N:34]=1)(=[O:20])=[O:19])([CH3:17])([CH3:16])[CH3:15]. The catalyst class is: 3. (6) Reactant: [NH2:1][CH2:2][C@@H:3]1[CH2:7][CH2:6][N:5]([C:8]([O:10][C:11]([CH3:14])([CH3:13])[CH3:12])=[O:9])[CH2:4]1.[C:15](N1C=CN=C1)(N1C=CN=C1)=[S:16].[Br:27][C:28]1[CH:37]=[CH:36][C:31]([C:32]([NH:34][NH2:35])=[O:33])=[CH:30][CH:29]=1. Product: [Br:27][C:28]1[CH:37]=[CH:36][C:31]([C:32]([NH:34][NH:35][C:15]([NH:1][CH2:2][C@@H:3]2[CH2:7][CH2:6][N:5]([C:8]([O:10][C:11]([CH3:14])([CH3:13])[CH3:12])=[O:9])[CH2:4]2)=[S:16])=[O:33])=[CH:30][CH:29]=1. The catalyst class is: 2. (7) Reactant: [Cl:1][C:2]1[CH:3]=[CH:4][C:5]([CH:24]=[O:25])=[C:6]2[C:10]=1[N:9]=[C:8]1[N:11]([C:15]3[C:20]([Cl:21])=[CH:19][C:18]([Cl:22])=[CH:17][C:16]=3[Cl:23])[CH2:12][CH2:13][CH2:14][N:7]21.C[Si](C)(C)[C:28]([F:31])([F:30])[F:29].[F-].C([N+](CCCC)(CCCC)CCCC)CCC.Cl. Product: [Cl:1][C:2]1[C:10]2[N:9]=[C:8]3[N:11]([C:15]4[C:20]([Cl:21])=[CH:19][C:18]([Cl:22])=[CH:17][C:16]=4[Cl:23])[CH2:12][CH2:13][CH2:14][N:7]3[C:6]=2[C:5]([CH:24]([OH:25])[C:28]([F:31])([F:30])[F:29])=[CH:4][CH:3]=1. The catalyst class is: 7.